Dataset: Reaction yield outcomes from USPTO patents with 853,638 reactions. Task: Predict the reaction yield, written as a fraction of the theoretical maximum amount of product (1.0 means a 100% yield; for example, 0.34 means a 34% yield). The reactants are [O-]P([O-])([O-])=O.[K+].[K+].[K+].I[C:10]1[CH:11]=[C:12]([CH3:16])[CH:13]=[CH:14][CH:15]=1.[C:17]1([CH2:23][CH2:24][NH2:25])[CH2:22][CH2:21][CH2:20][CH2:19][CH:18]=1.C(O)CO.N. The catalyst is O.[Cu]I.C(O)(C)C. The product is [CH3:16][C:12]1[CH:11]=[C:10]([NH:25][CH2:24][CH2:23][C:17]2[CH2:22][CH2:21][CH2:20][CH2:19][CH:18]=2)[CH:15]=[CH:14][CH:13]=1. The yield is 0.870.